This data is from Full USPTO retrosynthesis dataset with 1.9M reactions from patents (1976-2016). The task is: Predict the reactants needed to synthesize the given product. (1) Given the product [F:8][C:9]1[CH:10]=[CH:11][C:12]([N:15]2[C:23]3[C:18](=[CH:19][C:20]([O:24][C@H:25]([C:29]4[CH:34]=[CH:33][CH:32]=[C:31]([O:35][CH3:36])[CH:30]=4)[C@@H:26]([NH:28][C:39]([C:38]([NH2:37])=[O:42])=[O:40])[CH3:27])=[CH:21][CH:22]=3)[CH:17]=[N:16]2)=[CH:13][CH:14]=1, predict the reactants needed to synthesize it. The reactants are: C(NC(C)C)(C)C.[F:8][C:9]1[CH:14]=[CH:13][C:12]([N:15]2[C:23]3[C:18](=[CH:19][C:20]([O:24][C@H:25]([C:29]4[CH:34]=[CH:33][CH:32]=[C:31]([O:35][CH3:36])[CH:30]=4)[C@@H:26]([NH2:28])[CH3:27])=[CH:21][CH:22]=3)[CH:17]=[N:16]2)=[CH:11][CH:10]=1.[NH2:37][C:38](=[O:42])[C:39](O)=[O:40].CN(C(ON1N=NC2C=CC=CC1=2)=[N+](C)C)C.F[P-](F)(F)(F)(F)F. (2) Given the product [F:1][C:2]1[CH:16]=[CH:15][CH:14]=[CH:13][C:3]=1[O:4][C:5]1[CH:6]=[C:7]([CH:10]=[CH:11][CH:12]=1)[CH2:8][NH2:9], predict the reactants needed to synthesize it. The reactants are: [F:1][C:2]1[CH:16]=[CH:15][CH:14]=[CH:13][C:3]=1[O:4][C:5]1[CH:6]=[C:7]([CH:10]=[CH:11][CH:12]=1)[C:8]#[N:9].C1COCC1.[H-].[Al+3].[Li+].[H-].[H-].[H-].[OH-].[Na+]. (3) Given the product [CH3:12][C:13]([CH3:19])([CH2:17][CH2:16][S:9][C:5]1[CH:6]=[CH:7][CH:8]=[C:3]([C:2]([F:1])([F:10])[F:11])[CH:4]=1)[C:14]([OH:18])=[O:15], predict the reactants needed to synthesize it. The reactants are: [F:1][C:2]([F:11])([F:10])[C:3]1[CH:4]=[C:5]([SH:9])[CH:6]=[CH:7][CH:8]=1.[CH3:12][C:13]1([CH3:19])[CH2:17][CH2:16][O:15][C:14]1=[O:18].C(=O)([O-])[O-].[K+].[K+]. (4) Given the product [CH2:1]([O:8][C:9](=[O:32])[C@@H:10]([NH:24][C:25]([O:27][C:28]([CH3:29])([CH3:31])[CH3:30])=[O:26])[CH2:11][CH2:12][C:13]1[N:17]([CH2:37][C:36]2[CH:39]=[CH:40][CH:41]=[C:34]([F:33])[CH:35]=2)[C:16]2[CH:18]=[C:19]([CH3:23])[C:20]([CH3:22])=[CH:21][C:15]=2[N:14]=1)[C:2]1[CH:7]=[CH:6][CH:5]=[CH:4][CH:3]=1, predict the reactants needed to synthesize it. The reactants are: [CH2:1]([O:8][C:9](=[O:32])[C@@H:10]([NH:24][C:25]([O:27][C:28]([CH3:31])([CH3:30])[CH3:29])=[O:26])[CH2:11][CH2:12][C:13]1[NH:17][C:16]2[CH:18]=[C:19]([CH3:23])[C:20]([CH3:22])=[CH:21][C:15]=2[N:14]=1)[C:2]1[CH:7]=[CH:6][CH:5]=[CH:4][CH:3]=1.[F:33][C:34]1[CH:35]=[C:36]([CH:39]=[CH:40][CH:41]=1)[CH2:37]Br.C(=O)([O-])[O-].[Cs+].[Cs+]. (5) Given the product [CH2:6]([C@@H:13]1[CH2:17][O:16][C:15](=[O:18])[N:14]1[C:19](=[O:26])[C@H:20]([CH2:24][S:3][C:1](=[O:4])[CH3:2])[CH:21]([CH3:22])[CH3:23])[C:7]1[CH:8]=[CH:9][CH:10]=[CH:11][CH:12]=1, predict the reactants needed to synthesize it. The reactants are: [C:1]([O-:4])(=[S:3])[CH3:2].[K+].[CH2:6]([C@@H:13]1[CH2:17][O:16][C:15](=[O:18])[N:14]1[C:19](=[O:26])[CH:20]([CH2:24]I)[CH:21]([CH3:23])[CH3:22])[C:7]1[CH:12]=[CH:11][CH:10]=[CH:9][CH:8]=1.O. (6) Given the product [CH3:27][C:24]1[C:23]([NH:28][C:29]([O:31][C@@H:32]([C:34]2[CH:35]=[CH:36][CH:37]=[CH:38][CH:39]=2)[CH3:33])=[O:30])=[C:22]([C:19]2[CH:20]=[CH:21][C:16]([C:13]3[CH:12]=[CH:11][C:10]([C:7]4([C:5]([OH:6])=[O:4])[CH2:9][CH2:8]4)=[CH:15][CH:14]=3)=[CH:17][CH:18]=2)[O:26][N:25]=1, predict the reactants needed to synthesize it. The reactants are: C([O:4][C:5]([C:7]1([C:10]2[CH:15]=[CH:14][C:13]([C:16]3[CH:21]=[CH:20][C:19]([C:22]4[O:26][N:25]=[C:24]([CH3:27])[C:23]=4[NH:28][C:29]([O:31][C@@H:32]([C:34]4[CH:39]=[CH:38][CH:37]=[CH:36][CH:35]=4)[CH3:33])=[O:30])=[CH:18][CH:17]=3)=[CH:12][CH:11]=2)[CH2:9][CH2:8]1)=[O:6])(C)C.[OH-].[Na+]. (7) Given the product [C:25]([O:29][C:30](=[O:33])[CH2:31][NH:32][C:19](=[O:21])[C:18]1[CH:17]=[CH:16][C:15]([O:14][CH2:7][C:8]2[CH:9]=[CH:10][CH:11]=[CH:12][CH:13]=2)=[CH:23][CH:22]=1)([CH3:28])([CH3:27])[CH3:26], predict the reactants needed to synthesize it. The reactants are: C(Cl)(=O)C(Cl)=O.[CH2:7]([O:14][C:15]1[CH:23]=[CH:22][C:18]([C:19]([OH:21])=O)=[CH:17][CH:16]=1)[C:8]1[CH:13]=[CH:12][CH:11]=[CH:10][CH:9]=1.Cl.[C:25]([O:29][C:30](=[O:33])[CH2:31][NH2:32])([CH3:28])([CH3:27])[CH3:26].C(N(C(C)C)C(C)C)C.